Binary Classification. Given a drug SMILES string, predict its activity (active/inactive) in a high-throughput screening assay against a specified biological target. From a dataset of Cav3 T-type calcium channel HTS with 100,875 compounds. (1) The drug is S(CC(=O)N1CCCCC1)c1n(c(nn1)c1ccc(NC(=O)CC)cc1)C. The result is 0 (inactive). (2) The compound is o1c(nnc1c1ccccc1)c1cc(C(=O)NCc2occc2)ccc1. The result is 0 (inactive). (3) The compound is s1c(c2n(nnc2C(=O)NN)c2nonc2N)ccc1. The result is 0 (inactive).